From a dataset of Reaction yield outcomes from USPTO patents with 853,638 reactions. Predict the reaction yield, written as a fraction of the theoretical maximum amount of product (1.0 means a 100% yield; for example, 0.34 means a 34% yield). (1) The product is [Cl:2][C:3]1[CH:11]=[C:10]([O:12][CH3:14])[CH:9]=[CH:8][C:4]=1[C:5]([OH:7])=[O:6]. The catalyst is CN(C)C=O. The yield is 0.650. The reactants are O.[Cl:2][C:3]1[CH:11]=[C:10]([OH:12])[CH:9]=[CH:8][C:4]=1[C:5]([OH:7])=[O:6].I[CH3:14].[H-].[Na+]. (2) The reactants are [C:1]1([S:7]([N:10]2[CH2:17][CH:16]3[NH:18][CH:12]([CH2:13][O:14][CH2:15]3)[CH2:11]2)(=[O:9])=[O:8])[CH:6]=[CH:5][CH:4]=[CH:3][CH:2]=1.C=O.[BH3-][C:22]#N.[Na+]. The catalyst is CC#N.CC(O)=O. The product is [CH3:22][N:18]1[CH:12]2[CH2:13][O:14][CH2:15][CH:16]1[CH2:17][N:10]([S:7]([C:1]1[CH:2]=[CH:3][CH:4]=[CH:5][CH:6]=1)(=[O:9])=[O:8])[CH2:11]2. The yield is 0.720. (3) The reactants are [C:1]([C:5]1[CH:9]=[C:8]([NH:10][C:11]([NH:13][C:14]2[CH:19]=[CH:18][CH:17]=[C:16]([O:20][C:21]3[C:30]4[C:25](=[CH:26][C:27]([O:33][CH2:34][CH2:35][O:36][CH3:37])=[C:28]([O:31][CH3:32])[CH:29]=4)[N:24]=[CH:23][N:22]=3)[CH:15]=2)=[O:12])[N:7]([CH2:38][C:39]([O:41][CH2:42][CH3:43])=[O:40])[N:6]=1)([CH3:4])([CH3:3])[CH3:2].[ClH:44].CCOCC. The catalyst is C(Cl)Cl.CO. The product is [ClH:44].[C:1]([C:5]1[CH:9]=[C:8]([NH:10][C:11]([NH:13][C:14]2[CH:19]=[CH:18][CH:17]=[C:16]([O:20][C:21]3[C:30]4[C:25](=[CH:26][C:27]([O:33][CH2:34][CH2:35][O:36][CH3:37])=[C:28]([O:31][CH3:32])[CH:29]=4)[N:24]=[CH:23][N:22]=3)[CH:15]=2)=[O:12])[N:7]([CH2:38][C:39]([O:41][CH2:42][CH3:43])=[O:40])[N:6]=1)([CH3:4])([CH3:2])[CH3:3]. The yield is 0.730. (4) The reactants are C([O:3][C:4]([C:6]1[O:10][N:9]=[C:8]([C:11]2[CH:16]=[CH:15][C:14]([NH:17][C:18]([NH:20][C:21]3[CH:26]=[CH:25][CH:24]=[CH:23][CH:22]=3)=[O:19])=[CH:13][CH:12]=2)[CH:7]=1)=[O:5])C.[K+].[Br-]. No catalyst specified. The product is [C:21]1([NH:20][C:18](=[O:19])[NH:17][C:14]2[CH:13]=[CH:12][C:11]([C:8]3[CH:7]=[C:6]([C:4]([OH:5])=[O:3])[O:10][N:9]=3)=[CH:16][CH:15]=2)[CH:22]=[CH:23][CH:24]=[CH:25][CH:26]=1. The yield is 0.956. (5) The reactants are [CH:1]1([O:6][C:7]2[CH:12]=[CH:11][C:10]([N+:13]([O-])=O)=[CH:9][N:8]=2)[CH2:5][CH2:4][CH2:3][CH2:2]1. The catalyst is CO.[Pd]. The product is [CH:1]1([O:6][C:7]2[N:8]=[CH:9][C:10]([NH2:13])=[CH:11][CH:12]=2)[CH2:2][CH2:3][CH2:4][CH2:5]1. The yield is 0.940. (6) The reactants are [Cl:1][C:2]1[CH:3]=[C:4](B(O)O)[CH:5]=[C:6]([Cl:9])[C:7]=1[Cl:8].Br[C:14]([C:16]([F:19])([F:18])[F:17])=[CH2:15].C([O-])([O-])=O.[K+].[K+]. The catalyst is C1COCC1.O.Cl[Pd](Cl)([P](C1C=CC=CC=1)(C1C=CC=CC=1)C1C=CC=CC=1)[P](C1C=CC=CC=1)(C1C=CC=CC=1)C1C=CC=CC=1. The product is [Cl:1][C:2]1[CH:3]=[C:4]([C:14]([C:16]([F:19])([F:18])[F:17])=[CH2:15])[CH:5]=[C:6]([Cl:9])[C:7]=1[Cl:8]. The yield is 0.900.